From a dataset of Reaction yield outcomes from USPTO patents with 853,638 reactions. Predict the reaction yield, written as a fraction of the theoretical maximum amount of product (1.0 means a 100% yield; for example, 0.34 means a 34% yield). The reactants are C1COCC1.[C:6]1([Mg]Br)[C:15]2[C:10](=[CH:11][CH:12]=[CH:13][CH:14]=2)[CH:9]=[CH:8][CH:7]=1.Cl[C:19]1[CH:24]=[CH:23][CH:22]=[CH:21][C:20]=1[O:25][CH3:26].[Cl-].C(C1C=CC=C(C(C)C)C=1[NH+]1CCN(C2C(C(C)C)=CC=CC=2C(C)C)C1)(C)C. The catalyst is CCCCCC.C1(C)C=CC=CC=1. The product is [CH3:26][O:25][C:20]1[CH:21]=[CH:22][CH:23]=[CH:24][C:19]=1[C:6]1[C:15]2[C:10](=[CH:11][CH:12]=[CH:13][CH:14]=2)[CH:9]=[CH:8][CH:7]=1. The yield is 0.920.